Task: Predict the reactants needed to synthesize the given product.. Dataset: Full USPTO retrosynthesis dataset with 1.9M reactions from patents (1976-2016) (1) Given the product [C:16]([C:17]1[CH:24]=[CH:23][C:20]([CH2:21][NH:22][C:10](=[O:12])[CH:9]([C:3]2[CH:4]=[CH:5][CH:6]=[C:7]([F:8])[C:2]=2[F:1])[O:13][CH3:14])=[CH:19][CH:18]=1)#[N:15], predict the reactants needed to synthesize it. The reactants are: [F:1][C:2]1[C:7]([F:8])=[CH:6][CH:5]=[CH:4][C:3]=1[CH:9]([O:13][CH3:14])[C:10]([OH:12])=O.[NH2:15][CH2:16][C:17]1[CH:24]=[CH:23][C:20]([C:21]#[N:22])=[CH:19][CH:18]=1. (2) Given the product [Cl:35][CH:8]([C:5]1[CH:6]=[CH:7][C:2]([Cl:1])=[CH:3][CH:4]=1)[C:9]1[CH:10]=[C:11]2[C:16](=[CH:17][CH:18]=1)[N:15]([CH3:19])[C:14](=[O:20])[CH:13]=[C:12]2[C:21]1[S:22][CH:23]=[C:24]([C:26]2[CH:31]=[CH:30][CH:29]=[CH:28][CH:27]=2)[N:25]=1, predict the reactants needed to synthesize it. The reactants are: [Cl:1][C:2]1[CH:7]=[CH:6][C:5]([CH:8](O)[C:9]2[CH:10]=[C:11]3[C:16](=[CH:17][CH:18]=2)[N:15]([CH3:19])[C:14](=[O:20])[CH:13]=[C:12]3[C:21]2[S:22][CH:23]=[C:24]([C:26]3[CH:31]=[CH:30][CH:29]=[CH:28][CH:27]=3)[N:25]=2)=[CH:4][CH:3]=1.S(Cl)([Cl:35])=O.